Predict the product of the given reaction. From a dataset of Forward reaction prediction with 1.9M reactions from USPTO patents (1976-2016). (1) Given the reactants [Br:1][C:2]1[CH:3]=[C:4]([O:10][CH3:11])[C:5]([O:8][CH3:9])=[CH:6][CH:7]=1.[N+:12]([O-])([OH:14])=[O:13].C(O)(=O)C, predict the reaction product. The product is: [Br:1][C:2]1[CH:3]=[C:4]([O:10][CH3:11])[C:5]([O:8][CH3:9])=[CH:6][C:7]=1[N+:12]([O-:14])=[O:13]. (2) Given the reactants [F:1][C:2]1[CH:7]=[CH:6][C:5]([C:8]#[CH:9])=[CH:4][CH:3]=1.C([Li])CCC.Cl[C:16]([O:18][CH3:19])=[O:17].O, predict the reaction product. The product is: [F:1][C:2]1[CH:7]=[CH:6][C:5]([C:8]#[C:9][C:16]([O:18][CH3:19])=[O:17])=[CH:4][CH:3]=1. (3) Given the reactants [CH3:1][O:2][C:3]1[CH:4]=[C:5]2[C:10](=[CH:11][CH:12]=1)[CH:9]=[C:8]([C:13]#[C:14][C:15]1[CH:20]=[CH:19][C:18]([N:21]3[C:30](=[O:31])[C:29]4[C:24](=[CH:25][CH:26]=[CH:27][CH:28]=4)[N:23]=[C:22]3[CH3:32])=[C:17]([CH3:33])[CH:16]=1)[CH:7]=[CH:6]2.[CH3:34][O:35][C:36]1[CH:37]=[C:38]([CH:41]=[C:42]([O:46][CH3:47])[C:43]=1[O:44][CH3:45])[CH:39]=O, predict the reaction product. The product is: [CH3:1][O:2][C:3]1[CH:4]=[C:5]2[C:10](=[CH:11][CH:12]=1)[CH:9]=[C:8]([C:13]#[C:14][C:15]1[CH:20]=[CH:19][C:18]([N:21]3[C:30](=[O:31])[C:29]4[C:24](=[CH:25][CH:26]=[CH:27][CH:28]=4)[N:23]=[C:22]3/[CH:32]=[CH:39]/[C:38]3[CH:41]=[C:42]([O:46][CH3:47])[C:43]([O:44][CH3:45])=[C:36]([O:35][CH3:34])[CH:37]=3)=[C:17]([CH3:33])[CH:16]=1)[CH:7]=[CH:6]2. (4) The product is: [C:14](=[S:16])([SH:15])[NH2:2].[CH3:1][NH:2][CH2:3][C@@H:4]([C@H:6]([C@@H:8]([C@@H:10]([CH2:12][OH:13])[OH:11])[OH:9])[OH:7])[OH:5]. Given the reactants [CH3:1][NH:2][CH2:3][C@@H:4]([C@H:6]([C@@H:8]([C@@H:10]([CH2:12][OH:13])[OH:11])[OH:9])[OH:7])[OH:5].[C:14](=[S:16])=[S:15], predict the reaction product. (5) Given the reactants [OH:1][C@@H:2]1[CH2:25][CH2:24][C@@:23]2([CH3:26])[C@H:4](/[C:5](=[CH:29]\[CH3:30])/[C:6](=[O:28])[C@@H:7]3[C@@H:22]2[CH2:21][CH2:20][C@@:19]2([CH3:27])[C@H:8]3[CH2:9][CH2:10][C@@H:11]2[C@H:12]([CH3:18])[CH2:13][CH2:14][C:15]([OH:17])=[O:16])[CH2:3]1.[H][H], predict the reaction product. The product is: [OH:1][C@@H:2]1[CH2:25][CH2:24][C@@:23]2([CH3:26])[C@H:4]([C@@H:5]([CH2:29][CH3:30])[C:6](=[O:28])[C@@H:7]3[C@@H:22]2[CH2:21][CH2:20][C@@:19]2([CH3:27])[C@H:8]3[CH2:9][CH2:10][C@@H:11]2[C@H:12]([CH3:18])[CH2:13][CH2:14][C:15]([OH:17])=[O:16])[CH2:3]1. (6) Given the reactants [C:1]([CH:3]([CH:7]1[C:11]([Cl:12])=[C:10](Cl)C(=O)O1)[C:4]([NH2:6])=[O:5])#[N:2].Cl.[NH2:16][CH2:17][C:18]1[CH:23]=[C:22]([Cl:24])[CH:21]=[CH:20][C:19]=1[S:25]([NH2:28])(=[O:27])=[O:26].C(=O)([O-])[O-].[K+].[K+], predict the reaction product. The product is: [ClH:12].[Cl:12][C:11]1[CH:7]=[C:3]([C:4]([NH2:6])=[O:5])[C:1](=[NH:2])[N:16]([CH2:17][C:18]2[CH:23]=[C:22]([Cl:24])[CH:21]=[CH:20][C:19]=2[S:25](=[O:26])(=[O:27])[NH2:28])[CH:10]=1. (7) Given the reactants C([O-])([O-])=O.[Na+].[Na+].[Cl:7][C:8]1[CH:13]=[CH:12][C:11](B(O)O)=[CH:10][C:9]=1[OH:17].[NH2:18][C:19]1[C:20]2[C:27](Br)=[CH:26][N:25]([CH2:29][CH2:30][NH:31][C:32](=[O:38])[O:33][C:34]([CH3:37])([CH3:36])[CH3:35])[C:21]=2[N:22]=[CH:23][N:24]=1, predict the reaction product. The product is: [NH2:18][C:19]1[C:20]2[C:27]([C:11]3[CH:12]=[CH:13][C:8]([Cl:7])=[C:9]([OH:17])[CH:10]=3)=[CH:26][N:25]([CH2:29][CH2:30][NH:31][C:32](=[O:38])[O:33][C:34]([CH3:36])([CH3:35])[CH3:37])[C:21]=2[N:22]=[CH:23][N:24]=1.